Dataset: Full USPTO retrosynthesis dataset with 1.9M reactions from patents (1976-2016). Task: Predict the reactants needed to synthesize the given product. (1) The reactants are: C1(CN(C2C=C(OC)C=CC=2C2CCC3C(=CC=C(OC)C=3)C2)CCC2C=CC(O)=CC=2)CC1.Cl.ClCCN1CCCCCC1.[N:46]1([CH2:53][CH2:54][O:55][C:56]2[CH:61]=[CH:60][C:59]([CH2:62][CH2:63][N:64]([CH2:85][CH:86]3[CH2:88][CH2:87]3)[C:65]3[CH:70]=[C:69]([O:71]C)[CH:68]=[CH:67][C:66]=3[CH:73]3[CH2:82][CH2:81][C:80]4[C:75](=[CH:76][CH:77]=[C:78]([O:83]C)[CH:79]=4)[CH2:74]3)=[CH:58][CH:57]=2)[CH2:52][CH2:51][CH2:50][CH2:49][CH2:48][CH2:47]1. Given the product [N:46]1([CH2:53][CH2:54][O:55][C:56]2[CH:61]=[CH:60][C:59]([CH2:62][CH2:63][N:64]([CH2:85][CH:86]3[CH2:87][CH2:88]3)[C:65]3[CH:70]=[C:69]([OH:71])[CH:68]=[CH:67][C:66]=3[CH:73]3[CH2:82][CH2:81][C:80]4[CH:79]=[C:78]([OH:83])[CH:77]=[CH:76][C:75]=4[CH2:74]3)=[CH:58][CH:57]=2)[CH2:52][CH2:51][CH2:50][CH2:49][CH2:48][CH2:47]1, predict the reactants needed to synthesize it. (2) Given the product [CH:12]1[C:21]2[C:16](=[CH:17][CH:18]=[CH:19][CH:20]=2)[C:15]([C:2]2[CH:11]=[N:10][C:5]3[O:6][CH2:7][CH2:8][NH:9][C:4]=3[CH:3]=2)=[CH:14][N:13]=1, predict the reactants needed to synthesize it. The reactants are: Br[C:2]1[CH:11]=[N:10][C:5]2[O:6][CH2:7][CH2:8][NH:9][C:4]=2[CH:3]=1.[C:12]1(B(O)O)[C:21]2[C:16](=[CH:17][CH:18]=[CH:19][CH:20]=2)[CH:15]=[CH:14][N:13]=1.C(=O)([O-])[O-].[K+].[K+]. (3) Given the product [NH2:22][C:19]1[N:20]=[CH:21][C:16]([N:8]2[C:7](=[O:11])[C:6]3[CH:12]=[C:2]([F:1])[C:3]([NH:13][CH3:14])=[CH:4][C:5]=3[O:10][CH2:9]2)=[CH:17][CH:18]=1, predict the reactants needed to synthesize it. The reactants are: [F:1][C:2]1[C:3]([NH:13][CH3:14])=[CH:4][C:5]2[O:10][CH2:9][NH:8][C:7](=[O:11])[C:6]=2[CH:12]=1.I[C:16]1[CH:17]=[CH:18][C:19]([NH2:22])=[N:20][CH:21]=1.P([O-])([O-])([O-])=O.[K+].[K+].[K+].O. (4) Given the product [Cl:1][C:2]1[CH:3]=[C:4]([O:16][S:25]([C:24]([F:30])([F:29])[F:23])(=[O:27])=[O:26])[CH:5]=[C:6]([Cl:15])[C:7]=1[CH2:8][N:9]1[CH2:10][CH2:11][CH2:12][CH2:13][CH2:14]1, predict the reactants needed to synthesize it. The reactants are: [Cl:1][C:2]1[CH:3]=[C:4]([OH:16])[CH:5]=[C:6]([Cl:15])[C:7]=1[CH2:8][N:9]1[CH2:14][CH2:13][CH2:12][CH2:11][CH2:10]1.N1C=CC=CC=1.[F:23][C:24]([F:30])([F:29])[S:25](Cl)(=[O:27])=[O:26]. (5) Given the product [OH:1][C@@H:2]1[C@H:7]([OH:8])[C@@H:6]([CH2:11][OH:10])[O:5][CH2:4][C@H:3]1[N:18]1[CH:23]=[C:22]([I:24])[C:21](=[O:25])[NH:20][C:19]1=[O:26], predict the reactants needed to synthesize it. The reactants are: [OH:1][C@@H:2]1[C@@H:7]2[O:8]C(C3C=CC=CC=3)[O:10][CH2:11][C@H:6]2[O:5][CH2:4][C@H:3]1[N:18]1[CH:23]=[C:22]([I:24])[C:21](=[O:25])[NH:20][C:19]1=[O:26].Cl. (6) Given the product [ClH:2].[NH2:20][C@H:16]([CH:17]([CH3:19])[CH3:18])[C:15]([N:12]1[CH2:11][CH2:10][C:9]([C:6]2[CH:5]=[CH:4][C:3]([Cl:2])=[CH:8][CH:7]=2)([OH:29])[CH2:14][CH2:13]1)=[O:28], predict the reactants needed to synthesize it. The reactants are: Cl.[Cl:2][C:3]1[CH:8]=[CH:7][C:6]([C:9]2([OH:29])[CH2:14][CH2:13][N:12]([C:15](=[O:28])[C@H:16]([NH:20]C(=O)OC(C)(C)C)[CH:17]([CH3:19])[CH3:18])[CH2:11][CH2:10]2)=[CH:5][CH:4]=1.